This data is from Reaction yield outcomes from USPTO patents with 853,638 reactions. The task is: Predict the reaction yield, written as a fraction of the theoretical maximum amount of product (1.0 means a 100% yield; for example, 0.34 means a 34% yield). (1) The reactants are [N:1]([Sn](CCCC)(CCCC)CCCC)=[N+:2]=[N-:3].[CH3:17][O:18][C:19]([CH:21]1[CH2:26][CH2:25][CH:24]([C:27]#[N:28])[CH2:23][CH2:22]1)=[O:20]. The catalyst is O1CCOCC1. The product is [CH3:17][O:18][C:19]([CH:21]1[CH2:26][CH2:25][CH:24]([C:27]2[NH:3][N:2]=[N:1][N:28]=2)[CH2:23][CH2:22]1)=[O:20]. The yield is 0.520. (2) The reactants are [CH2:1]([O:4][C:5]1([CH3:28])[CH2:10][CH2:9][N:8]([C:11]2[N:16]3[N:17]=[C:18]([Br:20])[CH:19]=[C:15]3[N:14]=[C:13]([CH3:21])[C:12]=2[C:22](=[O:27])[C:23]([O:25][CH3:26])=[O:24])[CH2:7][CH2:6]1)[CH:2]=[CH2:3].CB1N2CCC[C@@H:33]2[C:32]([C:44]2C=CC=CC=2)([C:38]2C=CC=CC=2)O1.CC#N.C(=O)=O.[B]1OC2C(=CC=CC=2)O1.Cl(O)(=O)(=O)=O.C(=O)(O)[O-].[Na+]. The catalyst is C1(C)C=CC=CC=1.C(Cl)Cl.C(OC(C)=O)(C)(C)C. The product is [CH2:1]([O:4][C:5]1([CH3:28])[CH2:10][CH2:9][N:8]([C:11]2[N:16]3[N:17]=[C:18]([Br:20])[CH:19]=[C:15]3[N:14]=[C:13]([CH3:21])[C:12]=2[C@H:22]([O:27][C:32]([CH3:44])([CH3:38])[CH3:33])[C:23]([O:25][CH3:26])=[O:24])[CH2:7][CH2:6]1)[CH:2]=[CH2:3]. The yield is 0.340.